From a dataset of Forward reaction prediction with 1.9M reactions from USPTO patents (1976-2016). Predict the product of the given reaction. (1) The product is: [S:1]1[CH:5]=[CH:4][C:3]([S:6]([C:9]2[CH:10]=[C:11]3[C:15](=[CH:16][CH:17]=2)[N:14]([CH3:18])[C:13]2[CH2:19][CH:20]4[NH:24][CH:23]([C:12]3=2)[CH2:22][CH2:21]4)(=[O:8])=[O:7])=[CH:2]1. Given the reactants [S:1]1[CH:5]=[CH:4][C:3]([S:6]([C:9]2[CH:17]=[CH:16][C:15]3[N:14]([CH3:18])[C:13]4[CH2:19][CH:20]5[NH:24][CH:23]([C:12]=4[C:11]=3[C:10]=2C(OC(C)(C)C)=O)[CH2:22][CH2:21]5)(=[O:8])=[O:7])=[CH:2]1.Cl, predict the reaction product. (2) Given the reactants Cl.[CH3:2][C:3]1[CH:4]=[C:5]([CH:25]=[C:26]([CH3:28])[CH:27]=1)[CH2:6][C:7]1[C:12]([CH2:13][CH3:14])=[C:11]([CH3:15])[N:10]=[C:9]([O:16]C)[C:8]=1[NH:18]C(=O)C(C)(C)C.[NH4+], predict the reaction product. The product is: [NH2:18][C:8]1[C:9](=[O:16])[NH:10][C:11]([CH3:15])=[C:12]([CH2:13][CH3:14])[C:7]=1[CH2:6][C:5]1[CH:4]=[C:3]([CH3:2])[CH:27]=[C:26]([CH3:28])[CH:25]=1. (3) The product is: [CH3:23][C:19]1[N:18]=[C:17]([N:8]2[C@@H:1]3[C@@H:6]([CH2:5][CH2:4][N:3]([C:9]([O:11][C:12]([CH3:15])([CH3:14])[CH3:13])=[O:10])[CH2:2]3)[CH2:7]2)[CH:22]=[CH:21][CH:20]=1. Given the reactants [C@@H:1]12[NH:8][CH2:7][C@@H:6]1[CH2:5][CH2:4][N:3]([C:9]([O:11][C:12]([CH3:15])([CH3:14])[CH3:13])=[O:10])[CH2:2]2.Cl[C:17]1[CH:22]=[CH:21][CH:20]=[C:19]([CH3:23])[N:18]=1.CCN(C(C)C)C(C)C, predict the reaction product. (4) The product is: [N:31]([CH2:24][C:21]1[CH:20]=[CH:19][C:18]([C:15]2[CH:16]=[CH:17][C:12]([N:8]3[CH2:7][CH:6]([CH2:5][NH:4][C:1](=[O:3])[CH3:2])[O:10][C:9]3=[O:11])=[CH:13][C:14]=2[F:30])=[CH:23][CH:22]=1)=[N+:32]=[N-:33]. Given the reactants [C:1]([NH:4][CH2:5][CH:6]1[O:10][C:9](=[O:11])[N:8]([C:12]2[CH:17]=[CH:16][C:15]([C:18]3[CH:23]=[CH:22][C:21]([CH2:24]OS(C)(=O)=O)=[CH:20][CH:19]=3)=[C:14]([F:30])[CH:13]=2)[CH2:7]1)(=[O:3])[CH3:2].[N-:31]=[N+:32]=[N-:33].[Na+], predict the reaction product. (5) Given the reactants [Cl:1][C:2]1[CH:3]=[N:4][C:5]([N:12]2[CH2:16][CH2:15][CH:14]([O:17][C:18]3[CH:23]=[CH:22][C:21]([C:24]([F:27])([F:26])[F:25])=[CH:20][CH:19]=3)[CH2:13]2)=[C:6]([CH:11]=1)[C:7]([O:9]C)=[O:8].O.[OH-].[Li+:30], predict the reaction product. The product is: [Cl:1][C:2]1[CH:3]=[N:4][C:5]([N:12]2[CH2:16][CH2:15][CH:14]([O:17][C:18]3[CH:23]=[CH:22][C:21]([C:24]([F:25])([F:27])[F:26])=[CH:20][CH:19]=3)[CH2:13]2)=[C:6]([CH:11]=1)[C:7]([O-:9])=[O:8].[Li+:30]. (6) Given the reactants [N+:1]([C:4]1[CH:5]=[C:6]([C:10]([NH:12][NH2:13])=[O:11])[CH:7]=[CH:8][CH:9]=1)([O-:3])=[O:2].[N-:14]=[C:15]=[S:16].[Br:17][C:18]1[CH:23]=[CH:22][CH:21]=[CH:20][C:19]=1[Cl:24], predict the reaction product. The product is: [Br:17][C:18]1[CH:23]=[CH:22][C:21]([NH:14][C:15]([NH:13][NH:12][C:10]([C:6]2[CH:7]=[CH:8][CH:9]=[C:4]([N+:1]([O-:3])=[O:2])[CH:5]=2)=[O:11])=[S:16])=[CH:20][C:19]=1[Cl:24].